This data is from Forward reaction prediction with 1.9M reactions from USPTO patents (1976-2016). The task is: Predict the product of the given reaction. Given the reactants C(OC([N:11]1[CH2:15][CH2:14][CH:13]([NH:16][C:17]([O:19][CH2:20][CH2:21][CH2:22][CH3:23])=[O:18])[CH2:12]1)=O)C1C=CC=CC=1, predict the reaction product. The product is: [CH2:20]([O:19][C:17](=[O:18])[NH:16][CH:13]1[CH2:14][CH2:15][NH:11][CH2:12]1)[CH2:21][CH2:22][CH3:23].